Dataset: Full USPTO retrosynthesis dataset with 1.9M reactions from patents (1976-2016). Task: Predict the reactants needed to synthesize the given product. (1) Given the product [Cl:1][C:2]1[CH:3]=[C:4]([CH:8]=[CH:9][C:10]=1[F:11])[C:5]([N:51]([C@@H:44]([CH:41]1[CH2:43][CH2:42]1)[CH2:45][N:46]1[CH2:47][CH2:48][CH2:49][CH2:50]1)[CH3:52])=[O:7], predict the reactants needed to synthesize it. The reactants are: [Cl:1][C:2]1[CH:3]=[C:4]([CH:8]=[CH:9][C:10]=1[F:11])[C:5]([OH:7])=O.CN(C(ON1N=NC2C=CC=CC1=2)=[N+](C)C)C.[B-](F)(F)(F)F.CN1CCOCC1.[CH:41]1([C@H:44]([NH:51][CH3:52])[CH2:45][N:46]2[CH2:50][CH2:49][CH2:48][CH2:47]2)[CH2:43][CH2:42]1.[OH-].[K+]. (2) Given the product [NH2:46][C:39]1[C:40]2[N:41]([CH:43]=[CH:44][N:45]=2)[CH2:42][C@:37]([C:35]2[CH:36]=[C:31]([NH:30][C:9]([C:6]3[CH:5]=[N:4][C:3]([O:2][CH3:1])=[CH:8][N:7]=3)=[O:11])[CH:32]=[CH:33][C:34]=2[F:48])([CH3:47])[N:38]=1, predict the reactants needed to synthesize it. The reactants are: [CH3:1][O:2][C:3]1[N:4]=[CH:5][C:6]([C:9]([OH:11])=O)=[N:7][CH:8]=1.[Cl-].COC1N=C(OC)N=C([N+]2(C)CCOCC2)N=1.[NH2:30][C:31]1[CH:32]=[CH:33][C:34]([F:48])=[C:35]([C@:37]2([CH3:47])[CH2:42][N:41]3[CH:43]=[CH:44][N:45]=[C:40]3[C:39]([NH2:46])=[N:38]2)[CH:36]=1.C([O-])([O-])=O.[Na+].[Na+]. (3) Given the product [C:1]1([C:7]2([C:10]3[S:11][CH:12]=[C:13]([C:15]4[CH:16]=[C:17]([CH2:18][OH:24])[CH:20]=[CH:21][CH:22]=4)[N:14]=3)[CH2:9][CH2:8]2)[CH:6]=[CH:5][CH:4]=[CH:3][CH:2]=1, predict the reactants needed to synthesize it. The reactants are: [C:1]1([C:7]2([C:10]3[S:11][CH:12]=[C:13]([C:15]4[CH:16]=[C:17]([CH:20]=[CH:21][CH:22]=4)[C:18]#N)[N:14]=3)[CH2:9][CH2:8]2)[CH:6]=[CH:5][CH:4]=[CH:3][CH:2]=1.C[OH:24].